Dataset: Catalyst prediction with 721,799 reactions and 888 catalyst types from USPTO. Task: Predict which catalyst facilitates the given reaction. (1) Reactant: [Cl:1][C:2]1[C:7]([NH:8][S:9]([CH2:12][Cl:13])(=[O:11])=[O:10])=[CH:6][C:5]([NH:14][C:15]([N:17]2[CH2:21][C@@H:20]([F:22])[CH2:19][C@@H:18]2[C:23](O)=[O:24])=[O:16])=[C:4]([F:26])[CH:3]=1.S(Cl)(Cl)=O. Product: [Cl:13][CH2:12][S:9]([NH:8][C:7]1[CH:6]=[C:5]([N:14]2[C:23](=[O:24])[C@H:18]3[CH2:19][C@H:20]([F:22])[CH2:21][N:17]3[C:15]2=[O:16])[C:4]([F:26])=[CH:3][C:2]=1[Cl:1])(=[O:10])=[O:11]. The catalyst class is: 120. (2) Reactant: [C:1](Cl)(=[O:3])[CH3:2].[NH2:5][C:6]1[C:11]2[N:12]=[C:13]([OH:22])[N:14]([CH2:15][CH:16]3[CH2:21][CH2:20][NH:19][CH2:18][CH2:17]3)[C:10]=2[CH:9]=[C:8]([CH2:23][CH2:24][CH2:25][CH2:26][CH3:27])[N:7]=1.C(N(CC)CC)C. Product: [C:1]([N:19]1[CH2:20][CH2:21][CH:16]([CH2:15][N:14]2[C:10]3[CH:9]=[C:8]([CH2:23][CH2:24][CH2:25][CH2:26][CH3:27])[N:7]=[C:6]([NH2:5])[C:11]=3[N:12]=[C:13]2[OH:22])[CH2:17][CH2:18]1)(=[O:3])[CH3:2]. The catalyst class is: 4. (3) Reactant: [Br:1][CH2:2][C:3]1[CH:39]=[CH:38][C:6]([CH2:7][O:8][C:9]2[CH:14]=[CH:13][C:12]([CH:15]3[N:18]([C:19]4[CH:24]=[CH:23][C:22]([F:25])=[CH:21][CH:20]=4)[C:17](=[O:26])[CH:16]3[CH2:27][CH2:28][CH:29]([C:31]3[CH:36]=[CH:35][C:34]([F:37])=[CH:33][CH:32]=3)[OH:30])=[CH:11][CH:10]=2)=[CH:5][CH:4]=1.[N:40]12[CH2:47][CH2:46][N:43]([CH2:44][CH2:45]1)[CH2:42][CH2:41]2. Product: [Br-:1].[F:25][C:22]1[CH:21]=[CH:20][C:19]([N:18]2[C:17](=[O:26])[CH:16]([CH2:27][CH2:28][CH:29]([C:31]3[CH:36]=[CH:35][C:34]([F:37])=[CH:33][CH:32]=3)[OH:30])[CH:15]2[C:12]2[CH:11]=[CH:10][C:9]([O:8][CH2:7][C:6]3[CH:5]=[CH:4][C:3]([CH2:2][N+:40]45[CH2:47][CH2:46][N:43]([CH2:44][CH2:45]4)[CH2:42][CH2:41]5)=[CH:39][CH:38]=3)=[CH:14][CH:13]=2)=[CH:24][CH:23]=1. The catalyst class is: 11. (4) Reactant: [Cl:1][C:2]1[CH:10]=[CH:9][C:8]([C:11]2[N:12]([C:22]([O:24][C:25]([CH3:28])([CH3:27])[CH3:26])=[O:23])[C:13]3[C:18]([CH:19]=2)=[CH:17][C:16]([CH:20]=O)=[CH:15][CH:14]=3)=[C:7]2[C:3]=1[CH2:4][NH:5][C:6]2=[O:29].Cl.[CH3:31][NH:32][CH3:33].C(N(CC)CC)C.C(O)(=O)C.C(O[BH-](OC(=O)C)OC(=O)C)(=O)C.[Na+].C(=O)([O-])[O-].[Na+].[Na+]. Product: [Cl:1][C:2]1[CH:10]=[CH:9][C:8]([C:11]2[N:12]([C:22]([O:24][C:25]([CH3:28])([CH3:27])[CH3:26])=[O:23])[C:13]3[C:18]([CH:19]=2)=[CH:17][C:16]([CH2:20][N:32]([CH3:33])[CH3:31])=[CH:15][CH:14]=3)=[C:7]2[C:3]=1[CH2:4][NH:5][C:6]2=[O:29]. The catalyst class is: 647.